Dataset: Full USPTO retrosynthesis dataset with 1.9M reactions from patents (1976-2016). Task: Predict the reactants needed to synthesize the given product. (1) Given the product [Br:3][C:4]1[CH:5]=[C:6]2[C:10](=[CH:11][CH:12]=1)[N:9]([C:20]([NH:19][C:13]1[CH:18]=[CH:17][CH:16]=[CH:15][CH:14]=1)=[O:21])[CH:8]=[CH:7]2, predict the reactants needed to synthesize it. The reactants are: [H-].[Na+].[Br:3][C:4]1[CH:5]=[C:6]2[C:10](=[CH:11][CH:12]=1)[NH:9][CH:8]=[CH:7]2.[C:13]1([N:19]=[C:20]=[O:21])[CH:18]=[CH:17][CH:16]=[CH:15][CH:14]=1. (2) The reactants are: [NH2:1][CH2:2][C:3]1[C:12](=[O:13])[C:11]2[C:6](=[CH:7][C:8]([Cl:14])=[CH:9][CH:10]=2)[N:5]([C:15]2[CH:20]=[CH:19][CH:18]=[CH:17][CH:16]=2)[CH:4]=1.[CH2:21]([N:28]1[CH:33]=[CH:32][C:31]([C:34](O)=[O:35])=[CH:30][C:29]1=[O:37])[C:22]1[CH:27]=[CH:26][CH:25]=[CH:24][CH:23]=1.F[P-](F)(F)(F)(F)F.Br[P+](N1CCCC1)(N1CCCC1)N1CCCC1.C(N(CC)C(C)C)(C)C. Given the product [Cl:14][C:8]1[CH:7]=[C:6]2[C:11]([C:12](=[O:13])[C:3]([CH2:2][NH:1][C:34]([C:31]3[CH:32]=[CH:33][N:28]([CH2:21][C:22]4[CH:27]=[CH:26][CH:25]=[CH:24][CH:23]=4)[C:29](=[O:37])[CH:30]=3)=[O:35])=[CH:4][N:5]2[C:15]2[CH:16]=[CH:17][CH:18]=[CH:19][CH:20]=2)=[CH:10][CH:9]=1, predict the reactants needed to synthesize it. (3) The reactants are: C([O:5][C:6](=[O:43])[CH2:7][CH2:8][C@H:9]([NH:13][C:14]([C:16]1[CH:20]=[C:19]([O:21][CH2:22][C:23]([N:25]2[CH2:29][CH2:28][CH2:27][C@H:26]2[C:30](=[O:36])[NH:31][CH:32]2[CH2:35][CH2:34][CH2:33]2)=[O:24])[N:18]([C:37]2[CH:42]=[CH:41][CH:40]=[CH:39][CH:38]=2)[N:17]=1)=[O:15])[C:10](O)=[O:11])(C)(C)C.CCN(C(C)C)C(C)C.CN(C(ON1N=NC2C=CC=NC1=2)=[N+](C)C)C.F[P-](F)(F)(F)(F)F.[CH2:77]([O:79][C:80]([N:82]1[CH2:87][CH2:86][NH:85][C@@H:84]([CH3:88])[CH2:83]1)=[O:81])[CH3:78]. Given the product [CH2:77]([O:79][C:80]([N:82]1[CH2:87][CH2:86][N:85]([C:10](=[O:11])[C@@H:9]([NH:13][C:14]([C:16]2[CH:20]=[C:19]([O:21][CH2:22][C:23]([N:25]3[CH2:29][CH2:28][CH2:27][C@H:26]3[C:30](=[O:36])[NH:31][CH:32]3[CH2:33][CH2:34][CH2:35]3)=[O:24])[N:18]([C:37]3[CH:38]=[CH:39][CH:40]=[CH:41][CH:42]=3)[N:17]=2)=[O:15])[CH2:8][CH2:7][C:6]([OH:43])=[O:5])[C@@H:84]([CH3:88])[CH2:83]1)=[O:81])[CH3:78], predict the reactants needed to synthesize it. (4) The reactants are: [NH2:1][CH2:2][C:3]1[C:12](=[O:13])[C:11]2[C:6](=[CH:7][C:8]([Cl:14])=[CH:9][CH:10]=2)[N:5]([C:15]2[CH:20]=[CH:19][CH:18]=[CH:17][CH:16]=2)[CH:4]=1.[Cl:21][C:22]1[CH:38]=[CH:37][CH:36]=[CH:35][C:23]=1[CH2:24][N:25]1[CH:30]=[CH:29][C:28]([C:31](O)=[O:32])=[CH:27][C:26]1=[O:34]. Given the product [Cl:14][C:8]1[CH:7]=[C:6]2[C:11]([C:12](=[O:13])[C:3]([CH2:2][NH:1][C:31]([C:28]3[CH:29]=[CH:30][N:25]([CH2:24][C:23]4[CH:35]=[CH:36][CH:37]=[CH:38][C:22]=4[Cl:21])[C:26](=[O:34])[CH:27]=3)=[O:32])=[CH:4][N:5]2[C:15]2[CH:16]=[CH:17][CH:18]=[CH:19][CH:20]=2)=[CH:10][CH:9]=1, predict the reactants needed to synthesize it. (5) Given the product [Cl:23][CH:7]([CH:1]1[CH2:6][CH2:5][CH2:4][CH2:3][CH2:2]1)[C:9]1[CH:13]=[C:12]([C:14]2[CH:15]=[N:16][CH:17]=[CH:18][CH:19]=2)[O:11][C:10]=1[CH3:20], predict the reactants needed to synthesize it. The reactants are: [CH:1]1([CH:7]([C:9]2[CH:13]=[C:12]([C:14]3[CH:15]=[N:16][CH:17]=[CH:18][CH:19]=3)[O:11][C:10]=2[CH3:20])O)[CH2:6][CH2:5][CH2:4][CH2:3][CH2:2]1.S(Cl)([Cl:23])=O. (6) Given the product [CH3:16][C:15]1[O:14][N:13]=[C:12]([C:17]2[CH:22]=[CH:21][CH:20]=[CH:19][CH:18]=2)[C:11]=1[C:9]1[N:10]=[C:5]2[CH:4]=[CH:3][C:2]([N:23]3[CH:27]=[CH:26][CH:25]=[CH:24]3)=[CH:7][N:6]2[CH:8]=1, predict the reactants needed to synthesize it. The reactants are: I[C:2]1[CH:3]=[CH:4][C:5]2[N:6]([CH:8]=[C:9]([C:11]3[C:12]([C:17]4[CH:22]=[CH:21][CH:20]=[CH:19][CH:18]=4)=[N:13][O:14][C:15]=3[CH3:16])[N:10]=2)[CH:7]=1.[NH:23]1[CH:27]=[CH:26][CH:25]=[CH:24]1. (7) The reactants are: Br[C:2]1[CH:3]=[C:4]2[C:9](=[CH:10][CH:11]=1)[N:8]=[CH:7][N:6]([C:12]1[CH:13]=[C:14]([CH:19]=[CH:20][C:21]=1[CH3:22])[C:15]([O:17][CH3:18])=[O:16])[C:5]2=[O:23].[C:24]([O:28][C:29]([CH3:32])([CH3:31])[CH3:30])(=[O:27])[CH:25]=[CH2:26].C(N(CC)CC)C. Given the product [C:29]([O:28][C:24](=[O:27])/[CH:25]=[CH:26]/[C:2]1[CH:3]=[C:4]2[C:9](=[CH:10][CH:11]=1)[N:8]=[CH:7][N:6]([C:12]1[CH:13]=[C:14]([CH:19]=[CH:20][C:21]=1[CH3:22])[C:15]([O:17][CH3:18])=[O:16])[C:5]2=[O:23])([CH3:32])([CH3:31])[CH3:30], predict the reactants needed to synthesize it. (8) Given the product [Cl:15][C:16]1[CH:21]=[C:20]([C:22]2[CH:27]=[N:26][CH:25]=[C:24]([CH3:28])[N:23]=2)[CH:19]=[CH:18][C:17]=1[C:29]1[C:40](=[O:41])[N:39]([CH2:68][CH2:67][C@H:65]2[CH2:64][O:63][C:62]([CH3:70])([CH3:61])[O:66]2)[C:32]2[N:33]=[C:34]([S:37][CH3:38])[N:35]=[CH:36][C:31]=2[CH:30]=1, predict the reactants needed to synthesize it. The reactants are: CC(OC(/N=N/C(OC(C)C)=O)=O)C.[Cl:15][C:16]1[CH:21]=[C:20]([C:22]2[CH:27]=[N:26][CH:25]=[C:24]([CH3:28])[N:23]=2)[CH:19]=[CH:18][C:17]=1[C:29]1[C:40](=[O:41])[NH:39][C:32]2[N:33]=[C:34]([S:37][CH3:38])[N:35]=[CH:36][C:31]=2[CH:30]=1.C1C=CC(P(C2C=CC=CC=2)C2C=CC=CC=2)=CC=1.[CH3:61][C:62]1([CH3:70])[O:66][C@@H:65]([CH2:67][CH2:68]O)[CH2:64][O:63]1.